This data is from Full USPTO retrosynthesis dataset with 1.9M reactions from patents (1976-2016). The task is: Predict the reactants needed to synthesize the given product. (1) Given the product [Cl:1][C:2]1[CH:3]=[C:4]([N:5]2[CH:10]=[C:30]([C:29]([OH:32])=[O:31])[N:20]=[CH:23]2)[CH:6]=[CH:7][C:8]=1[Cl:9], predict the reactants needed to synthesize it. The reactants are: [Cl:1][C:2]1[CH:3]=[C:4]([CH:6]=[CH:7][C:8]=1[Cl:9])[NH2:5].[CH:10](OCC)(OCC)OCC.[N+:20]([CH2:23]C(OCC)=O)([O-])=O.[C:29]([OH:32])(=[O:31])[CH3:30]. (2) Given the product [OH:36][CH2:37][C:38]1[N:26]2[C:21]3[CH:20]=[C:19]([C:29]4[CH:34]=[CH:33][CH:32]=[CH:31][CH:30]=4)[C:18]([C:15]4[CH:16]=[CH:17][C:12]([C:8]5([NH:7][C:6](=[O:35])[O:5][C:1]([CH3:4])([CH3:3])[CH3:2])[CH2:11][CH2:10][CH2:9]5)=[CH:13][CH:14]=4)=[N:28][C:22]=3[O:23][CH2:24][C:25]2=[N:41][N:40]=1, predict the reactants needed to synthesize it. The reactants are: [C:1]([O:5][C:6](=[O:35])[NH:7][C:8]1([C:12]2[CH:17]=[CH:16][C:15]([C:18]3[C:19]([C:29]4[CH:34]=[CH:33][CH:32]=[CH:31][CH:30]=4)=[CH:20][C:21]4[NH:26][C:25](=S)[CH2:24][O:23][C:22]=4[N:28]=3)=[CH:14][CH:13]=2)[CH2:11][CH2:10][CH2:9]1)([CH3:4])([CH3:3])[CH3:2].[OH:36][CH2:37][C:38]([NH:40][NH2:41])=O. (3) Given the product [Cl:3][C:4]1[C:5]2[CH:12]=[C:11]([C:13]3[CH2:14][CH2:15][N:16]([C:27](=[O:28])[CH2:26][CH2:25][N:19]4[CH2:24][CH2:23][CH2:22][CH2:21][CH2:20]4)[CH2:17][CH:18]=3)[NH:10][C:6]=2[N:7]=[CH:8][N:9]=1, predict the reactants needed to synthesize it. The reactants are: Cl.Cl.[Cl:3][C:4]1[C:5]2[CH:12]=[C:11]([C:13]3[CH2:14][CH2:15][NH:16][CH2:17][CH:18]=3)[NH:10][C:6]=2[N:7]=[CH:8][N:9]=1.[N:19]1([CH2:25][CH2:26][C:27](O)=[O:28])[CH2:24][CH2:23][CH2:22][CH2:21][CH2:20]1.CN(C(ON1N=NC2C=CC=CC1=2)=[N+](C)C)C.[B-](F)(F)(F)F.CCN(C(C)C)C(C)C. (4) Given the product [N:30]1[C:22]([NH:21][C@H:19]([C:8]2[N:9]([C:13]3[CH:18]=[CH:17][CH:16]=[CH:15][CH:14]=3)[C:10](=[O:12])[C:11]3[C:6]([CH:7]=2)=[CH:5][CH:4]=[CH:3][C:2]=3[Cl:1])[CH3:20])=[C:23]2[C:27]([NH:26][CH:25]=[N:24]2)=[N:28][CH:29]=1, predict the reactants needed to synthesize it. The reactants are: [Cl:1][C:2]1[CH:3]=[CH:4][CH:5]=[C:6]2[C:11]=1[C:10](=[O:12])[N:9]([C:13]1[CH:18]=[CH:17][CH:16]=[CH:15][CH:14]=1)[C:8]([C@@H:19]([NH:21][C:22]1[N:30]=[CH:29][N:28]=[C:27]3[C:23]=1[N:24]=[CH:25][N:26]3C1CCCCO1)[CH3:20])=[CH:7]2.